This data is from Full USPTO retrosynthesis dataset with 1.9M reactions from patents (1976-2016). The task is: Predict the reactants needed to synthesize the given product. (1) Given the product [F:18][C:13]1[CH:14]=[N:15][CH:16]=[CH:17][C:12]=1[C:7]1[C:6]([C:4]([OH:5])=[O:3])=[C:10]([CH3:11])[O:9][N:8]=1, predict the reactants needed to synthesize it. The reactants are: C([O:3][C:4]([C:6]1[C:7]([C:12]2[CH:17]=[CH:16][N:15]=[CH:14][C:13]=2[F:18])=[N:8][O:9][C:10]=1[CH3:11])=[O:5])C.[OH-].[Na+].C(O)C. (2) The reactants are: [NH2:1][C:2]1[C:3]([CH3:8])=[CH:4][CH:5]=[CH:6][CH:7]=1.[F:9][C:10](I)([F:15])[C:11]([F:14])([F:13])[F:12].S([O-])(O)=O.[Na+].C(=O)([O-])O.[Na+]. Given the product [CH3:8][C:3]1[CH:4]=[CH:5][CH:6]=[C:7]([C:10]([F:15])([F:9])[C:11]([F:14])([F:13])[F:12])[C:2]=1[NH2:1], predict the reactants needed to synthesize it. (3) The reactants are: O1[C:5]2([CH2:10][CH2:9][C:8]([C:11]3[CH:19]=[CH:18][C:17]([N+:20]([O-:22])=[O:21])=[C:16]4[C:12]=3[CH2:13][N:14]([CH3:24])[C:15]4=[O:23])=[CH:7][CH2:6]2)[O:4]CC1.Cl. Given the product [CH3:24][N:14]1[CH2:13][C:12]2[C:16](=[C:17]([N+:20]([O-:22])=[O:21])[CH:18]=[CH:19][C:11]=2[C:8]2[CH2:9][CH2:10][C:5](=[O:4])[CH2:6][CH:7]=2)[C:15]1=[O:23], predict the reactants needed to synthesize it. (4) Given the product [CH2:6]([O:5][C:3](=[O:4])[CH:2]([S:18][C:15]1[CH:16]=[CH:17][C:12]([O:11][CH3:10])=[CH:13][CH:14]=1)[CH2:8][CH3:9])[CH3:7], predict the reactants needed to synthesize it. The reactants are: Br[CH:2]([CH2:8][CH3:9])[C:3]([O:5][CH2:6][CH3:7])=[O:4].[CH3:10][O:11][C:12]1[CH:17]=[CH:16][C:15]([SH:18])=[CH:14][CH:13]=1. (5) Given the product [Cl:1][C:2]1[C:3]2[N:4]([C:30]([CH2:29][CH:26]3[CH2:27][CH2:28][S:23][CH2:24][CH2:25]3)=[N:18][N:17]=2)[C:5]2[C:10]([N:11]=1)=[CH:9][C:8]([C:12]([O:14][CH3:15])=[O:13])=[C:7]([CH3:16])[CH:6]=2, predict the reactants needed to synthesize it. The reactants are: [Cl:1][C:2]1[C:3]([NH:17][NH2:18])=[N:4][C:5]2[C:10]([N:11]=1)=[CH:9][C:8]([C:12]([O:14][CH3:15])=[O:13])=[C:7]([CH3:16])[CH:6]=2.C(O)(=O)C.[S:23]1[CH2:28][CH2:27][CH:26]([CH2:29][CH:30]=O)[CH2:25][CH2:24]1.O. (6) Given the product [NH2:14][C:9]1[CH:10]=[N:11][CH:12]=[CH:13][C:8]=1[C:6]1[CH:5]=[C:4]([NH:17][C:18](=[O:24])[O:19][C:20]([CH3:22])([CH3:21])[CH3:23])[CH:3]=[C:2]([CH3:1])[CH:7]=1, predict the reactants needed to synthesize it. The reactants are: [CH3:1][C:2]1[CH:3]=[C:4]([NH:17][C:18](=[O:24])[O:19][C:20]([CH3:23])([CH3:22])[CH3:21])[CH:5]=[C:6]([C:8]2[CH:13]=[CH:12][N:11]=[CH:10][C:9]=2[N+:14]([O-])=O)[CH:7]=1. (7) Given the product [CH3:1][C:2]1[C:7]([O:8][C:9]2[C:14]([C:15]3[CH:20]=[CH:19][N:18]=[CH:17][N:16]=3)=[CH:13][CH:12]=[CH:11][N:10]=2)=[C:6]([CH3:21])[CH:5]=[CH:4][C:3]=1[NH:22][C:28](=[O:29])[C:27]1[CH:31]=[CH:32][CH:33]=[C:25]([C:24]([F:23])([F:34])[F:35])[CH:26]=1, predict the reactants needed to synthesize it. The reactants are: [CH3:1][C:2]1[C:7]([O:8][C:9]2[C:14]([C:15]3[CH:20]=[CH:19][N:18]=[CH:17][N:16]=3)=[CH:13][CH:12]=[CH:11][N:10]=2)=[C:6]([CH3:21])[CH:5]=[CH:4][C:3]=1[NH2:22].[F:23][C:24]([F:35])([F:34])[C:25]1[CH:26]=[C:27]([CH:31]=[CH:32][CH:33]=1)[C:28](Cl)=[O:29].C(N(CC)CC)C. (8) Given the product [CH3:1][O:2][C:3]1[CH:10]=[C:9]([O:11][CH3:12])[CH:8]=[CH:7][C:4]=1[CH:5]=[N:14][OH:15], predict the reactants needed to synthesize it. The reactants are: [CH3:1][O:2][C:3]1[CH:10]=[C:9]([O:11][CH3:12])[CH:8]=[CH:7][C:4]=1[CH:5]=O.Cl.[NH2:14][OH:15].N1C=CC=CC=1.